From a dataset of Full USPTO retrosynthesis dataset with 1.9M reactions from patents (1976-2016). Predict the reactants needed to synthesize the given product. (1) Given the product [Br:1][C:2]1[N:6]2[CH:7]=[C:8]([CH3:12])[N:9]=[C:10]([NH:14][CH2:15][C:16]3[CH:17]=[CH:18][C:19]([S:22]([NH2:25])(=[O:23])=[O:24])=[CH:20][CH:21]=3)[C:5]2=[N:4][CH:3]=1, predict the reactants needed to synthesize it. The reactants are: [Br:1][C:2]1[N:6]2[CH:7]=[C:8]([CH3:12])[N:9]=[C:10](Cl)[C:5]2=[N:4][CH:3]=1.Cl.[NH2:14][CH2:15][C:16]1[CH:21]=[CH:20][C:19]([S:22]([NH2:25])(=[O:24])=[O:23])=[CH:18][CH:17]=1.CCN(C(C)C)C(C)C. (2) Given the product [NH2:13][C:12]1[CH:14]=[C:15]([Cl:18])[CH:16]=[CH:17][C:11]=1[S:10][CH2:21][CH2:20][C:19]([O:23][CH3:24])=[O:22], predict the reactants needed to synthesize it. The reactants are: [Cl:18][C:15]1[CH:16]=[CH:17][C:11]([S:10][S:10][C:11]2[CH:17]=[CH:16][C:15]([Cl:18])=[CH:14][C:12]=2[NH2:13])=[C:12]([CH:14]=1)[NH2:13].[C:19]([O:23][CH3:24])(=[O:22])[CH:20]=[CH2:21].C([O-])([O-])=O.[K+].[K+].O.O.OCS([O-])=O.[Na+]. (3) Given the product [N:14]1([C:11]([C:7]2[CH:8]=[C:9]3[C:4](=[CH:5][CH:6]=2)[NH:3][C:2](=[O:1])[CH2:10]3)=[O:13])[CH2:19][CH2:18][CH2:17][C@@H:16]2[C:20]3[CH:21]=[CH:22][CH:23]=[CH:24][C:25]=3[CH2:26][C@H:15]12, predict the reactants needed to synthesize it. The reactants are: [O:1]=[C:2]1[CH2:10][C:9]2[C:4](=[CH:5][CH:6]=[C:7]([C:11]([OH:13])=O)[CH:8]=2)[NH:3]1.[NH:14]1[CH2:19][CH2:18][CH2:17][C@@H:16]2[C:20]3[CH:21]=[CH:22][CH:23]=[CH:24][C:25]=3[CH2:26][C@H:15]12.F[P-](F)(F)(F)(F)F.N1(OC(N(C)C)=[N+](C)C)C2N=CC=CC=2N=N1. (4) Given the product [N:1]1([CH2:7][C:8]2[CH:9]=[C:10]3[C:15](=[CH:16][CH:17]=2)[C@H:14]([NH2:18])[CH2:13][CH2:12][CH2:11]3)[CH2:2][CH2:3][CH2:4][CH2:5][CH2:6]1, predict the reactants needed to synthesize it. The reactants are: [N:1]1([CH2:7][C:8]2[CH:9]=[C:10]3[C:15](=[CH:16][CH:17]=2)[C@H:14]([N:18]2C(=O)C4C(=CC=CC=4)C2=O)[CH2:13][CH2:12][CH2:11]3)[CH2:6][CH2:5][CH2:4][CH2:3][CH2:2]1.NN. (5) Given the product [Cl:1][C:2]1[CH:10]=[C:9]2[C:5]([CH:6]=[C:7]([C:11]([O:13][CH2:14][CH3:15])=[O:12])[N:8]2[CH2:20][C:21]#[N:22])=[CH:4][C:3]=1[CH3:16], predict the reactants needed to synthesize it. The reactants are: [Cl:1][C:2]1[CH:10]=[C:9]2[C:5]([CH:6]=[C:7]([C:11]([O:13][CH2:14][CH3:15])=[O:12])[NH:8]2)=[CH:4][C:3]=1[CH3:16].[H-].[Na+].Cl[CH2:20][C:21]#[N:22].O. (6) Given the product [NH2:7][CH2:8][CH2:9][CH2:10][N:11]1[CH2:16][CH2:15][C:14]([C:17]2[CH:22]=[CH:21][C:20]([Cl:23])=[CH:19][C:18]=2[Cl:24])([C:25]#[N:26])[CH2:13][CH2:12]1, predict the reactants needed to synthesize it. The reactants are: C(OC(=O)[NH:7][CH2:8][CH2:9][CH2:10][N:11]1[CH2:16][CH2:15][C:14]([C:25]#[N:26])([C:17]2[CH:22]=[CH:21][C:20]([Cl:23])=[CH:19][C:18]=2[Cl:24])[CH2:13][CH2:12]1)(C)(C)C. (7) Given the product [ClH:56].[NH2:8][CH2:9][C:10]1[CH:11]=[C:12]([C:16]2[CH:21]=[C:20]([C:22]3[S:23][CH2:24][C:25](=[O:27])[N:26]=3)[CH:19]=[C:18]([O:28][C:29]3[N:34]=[C:33]([O:35][C@H:36]([CH2:44][CH3:45])[C:37]([OH:39])=[O:38])[C:32]([F:46])=[CH:31][C:30]=3[F:47])[CH:17]=2)[CH:13]=[CH:14][CH:15]=1, predict the reactants needed to synthesize it. The reactants are: C(OC([NH:8][CH2:9][C:10]1[CH:11]=[C:12]([C:16]2[CH:21]=[C:20]([C:22]3[S:23][CH2:24][C:25](=[O:27])[N:26]=3)[CH:19]=[C:18]([O:28][C:29]3[N:34]=[C:33]([O:35][C@H:36]([CH2:44][CH3:45])[C:37]([O:39]C(C)(C)C)=[O:38])[C:32]([F:46])=[CH:31][C:30]=3[F:47])[CH:17]=2)[CH:13]=[CH:14][CH:15]=1)=O)(C)(C)C.C(O)(C(F)(F)F)=O.C(Cl)[Cl:56].